This data is from NCI-60 drug combinations with 297,098 pairs across 59 cell lines. The task is: Regression. Given two drug SMILES strings and cell line genomic features, predict the synergy score measuring deviation from expected non-interaction effect. (1) Drug 1: CCC1=CC2CC(C3=C(CN(C2)C1)C4=CC=CC=C4N3)(C5=C(C=C6C(=C5)C78CCN9C7C(C=CC9)(C(C(C8N6C)(C(=O)OC)O)OC(=O)C)CC)OC)C(=O)OC.C(C(C(=O)O)O)(C(=O)O)O. Drug 2: C1C(C(OC1N2C=C(C(=O)NC2=O)F)CO)O. Cell line: HT29. Synergy scores: CSS=71.0, Synergy_ZIP=0.933, Synergy_Bliss=1.03, Synergy_Loewe=1.05, Synergy_HSA=4.16. (2) Drug 1: CC1=C2C(C(=O)C3(C(CC4C(C3C(C(C2(C)C)(CC1OC(=O)C(C(C5=CC=CC=C5)NC(=O)C6=CC=CC=C6)O)O)OC(=O)C7=CC=CC=C7)(CO4)OC(=O)C)O)C)OC(=O)C. Cell line: SNB-19. Drug 2: CC=C1C(=O)NC(C(=O)OC2CC(=O)NC(C(=O)NC(CSSCCC=C2)C(=O)N1)C(C)C)C(C)C. Synergy scores: CSS=31.1, Synergy_ZIP=-0.708, Synergy_Bliss=0.879, Synergy_Loewe=-18.0, Synergy_HSA=-1.08. (3) Drug 1: C1=NC2=C(N1)C(=S)N=C(N2)N. Synergy scores: CSS=22.3, Synergy_ZIP=-9.18, Synergy_Bliss=-0.123, Synergy_Loewe=-7.27, Synergy_HSA=0.436. Cell line: TK-10. Drug 2: C1=CC=C(C(=C1)C(C2=CC=C(C=C2)Cl)C(Cl)Cl)Cl. (4) Drug 1: C1=CC=C(C=C1)NC(=O)CCCCCCC(=O)NO. Drug 2: C(CC(=O)O)C(=O)CN.Cl. Cell line: SW-620. Synergy scores: CSS=6.28, Synergy_ZIP=-3.88, Synergy_Bliss=-3.02, Synergy_Loewe=-6.90, Synergy_HSA=-6.96. (5) Drug 1: CCC1(CC2CC(C3=C(CCN(C2)C1)C4=CC=CC=C4N3)(C5=C(C=C6C(=C5)C78CCN9C7C(C=CC9)(C(C(C8N6C=O)(C(=O)OC)O)OC(=O)C)CC)OC)C(=O)OC)O.OS(=O)(=O)O. Drug 2: C(=O)(N)NO. Cell line: UACC-257. Synergy scores: CSS=0.727, Synergy_ZIP=-0.361, Synergy_Bliss=-2.11, Synergy_Loewe=0.576, Synergy_HSA=-2.76. (6) Drug 2: COC1=C2C(=CC3=C1OC=C3)C=CC(=O)O2. Synergy scores: CSS=17.0, Synergy_ZIP=-7.32, Synergy_Bliss=-3.99, Synergy_Loewe=-5.05, Synergy_HSA=-1.99. Cell line: A498. Drug 1: CC1C(C(CC(O1)OC2CC(CC3=C2C(=C4C(=C3O)C(=O)C5=C(C4=O)C(=CC=C5)OC)O)(C(=O)CO)O)N)O.Cl.